Dataset: Forward reaction prediction with 1.9M reactions from USPTO patents (1976-2016). Task: Predict the product of the given reaction. (1) Given the reactants [F:1][C:2]1([F:9])[CH2:7][CH2:6][CH:5]([NH2:8])[CH2:4][CH2:3]1.[Cl:10][C:11]1[CH:16]=[CH:15][C:14]([C:17]2[N:18]=[CH:19][C:20]([C:30](O)=[O:31])=[N:21][C:22]=2[C:23]2[CH:28]=[CH:27][C:26]([Cl:29])=[CH:25][CH:24]=2)=[CH:13][CH:12]=1, predict the reaction product. The product is: [Cl:10][C:11]1[CH:12]=[CH:13][C:14]([C:17]2[N:18]=[CH:19][C:20]([C:30]([NH:8][CH:5]3[CH2:6][CH2:7][C:2]([F:9])([F:1])[CH2:3][CH2:4]3)=[O:31])=[N:21][C:22]=2[C:23]2[CH:28]=[CH:27][C:26]([Cl:29])=[CH:25][CH:24]=2)=[CH:15][CH:16]=1. (2) Given the reactants N[C:2]1[CH:18]=[CH:17][C:5]2[CH2:6][CH2:7][N:8]([C:11](=[O:16])[C:12]([F:15])([F:14])[F:13])[CH2:9][CH2:10][C:4]=2[CH:3]=1.[OH:19]S(O)(=O)=O.N([O-])=O.[Na+], predict the reaction product. The product is: [F:13][C:12]([F:15])([F:14])[C:11]([N:8]1[CH2:9][CH2:10][C:4]2[CH:3]=[C:2]([OH:19])[CH:18]=[CH:17][C:5]=2[CH2:6][CH2:7]1)=[O:16]. (3) Given the reactants [C:1]([C:4]1[CH:5]=[C:6]([C:10]([NH:12][C:13]2[CH:18]=[CH:17][C:16]([F:19])=[CH:15][C:14]=2[NH:20][CH:21]2[CH2:23][CH2:22]2)=O)[CH:7]=[N:8][CH:9]=1)(=[O:3])[CH3:2], predict the reaction product. The product is: [CH:21]1([N:20]2[C:14]3[CH:15]=[C:16]([F:19])[CH:17]=[CH:18][C:13]=3[N:12]=[C:10]2[C:6]2[CH:5]=[C:4]([C:1](=[O:3])[CH3:2])[CH:9]=[N:8][CH:7]=2)[CH2:23][CH2:22]1. (4) Given the reactants C(OC([N:8]1[CH2:12][CH2:11][C@H:10]([N:13]2[C:22]3[C:17](=[CH:18][C:19]([I:23])=[CH:20][CH:21]=3)[C:16](=[O:24])[C:15]([C:25]([O:27][CH2:28][CH3:29])=[O:26])=[CH:14]2)[CH2:9]1)=O)(C)(C)C.[ClH:30], predict the reaction product. The product is: [ClH:30].[I:23][C:19]1[CH:18]=[C:17]2[C:22](=[CH:21][CH:20]=1)[N:13]([C@@H:10]1[CH2:11][CH2:12][NH:8][CH2:9]1)[CH:14]=[C:15]([C:25]([O:27][CH2:28][CH3:29])=[O:26])[C:16]2=[O:24].